Predict the product of the given reaction. From a dataset of Forward reaction prediction with 1.9M reactions from USPTO patents (1976-2016). (1) The product is: [OH:21][C:4]1[CH:3]=[C:2]([I:23])[C:7]2[C:8](=[O:20])[C:9]([C:12]3[CH:17]=[CH:16][C:15]([OH:18])=[CH:14][CH:13]=3)=[CH:10][O:11][C:6]=2[CH:5]=1. Given the reactants Br[C:2]1[C:7]2[C:8](=[O:20])[C:9]([C:12]3[CH:17]=[CH:16][C:15]([O:18]C)=[CH:14][CH:13]=3)=[CH:10][O:11][C:6]=2[CH:5]=[C:4]([O:21]C)[CH:3]=1.[I-:23].[K+].Cl, predict the reaction product. (2) Given the reactants [CH3:1][CH2:2][N:3]1[C:9]2[N:10]=[C:11]([N:14]3[CH2:19][CH2:18][NH:17][CH2:16][CH2:15]3)[N:12]=[CH:13][C:8]=2[C:6](=[O:7])[C:5]([C:20]([OH:22])=[O:21])=[CH:4]1.[F:23][C:24]1[CH:29]=[CH:28][C:27]([N:30]=[C:31]=[S:32])=[CH:26][CH:25]=1, predict the reaction product. The product is: [F:23][C:24]1[CH:29]=[CH:28][C:27]([NH:30][C:31]([N:17]2[CH2:18][CH2:19][N:14]([C:11]3[N:12]=[CH:13][C:8]4[C:6](=[O:7])[C:5]([C:20]([OH:22])=[O:21])=[CH:4][N:3]([CH2:2][CH3:1])[C:9]=4[N:10]=3)[CH2:15][CH2:16]2)=[S:32])=[CH:26][CH:25]=1. (3) Given the reactants [NH:1]1[CH2:5][CH2:4][CH2:3][C:2]1=[O:6].[O:7](C(OC(C)(C)C)=O)[C:8]([O:10][C:11]([CH3:14])([CH3:13])[CH3:12])=O, predict the reaction product. The product is: [O:6]=[C:2]1[CH2:3][CH2:4][CH2:5][N:1]1[C:8]([O:10][C:11]([CH3:14])([CH3:13])[CH3:12])=[O:7]. (4) Given the reactants [Cl:1][C:2]1[CH:3]=[C:4]([NH:17][C:18]2[C:27]3[C:22](=[CH:23][CH:24]=[C:25]([C:28]4[O:29][C:30]([CH:33]=O)=[CH:31][CH:32]=4)[CH:26]=3)[N:21]=[CH:20][N:19]=2)[CH:5]=[CH:6][C:7]=1[O:8][CH2:9][C:10]1[CH:15]=[CH:14][CH:13]=[C:12]([F:16])[CH:11]=1.[NH2:35][CH2:36][CH:37]([OH:43])[CH2:38][CH2:39][CH2:40][CH2:41][OH:42].C(O[BH-](OC(=O)C)OC(=O)C)(=O)C.[Na+].C(=O)([O-])[O-].[Na+].[Na+], predict the reaction product. The product is: [Cl:1][C:2]1[CH:3]=[C:4]([NH:17][C:18]2[C:27]3[C:22](=[CH:23][CH:24]=[C:25]([C:28]4[O:29][C:30]([CH2:33][NH:35][CH2:36][CH:37]([OH:43])[CH2:38][CH2:39][CH2:40][CH2:41][OH:42])=[CH:31][CH:32]=4)[CH:26]=3)[N:21]=[CH:20][N:19]=2)[CH:5]=[CH:6][C:7]=1[O:8][CH2:9][C:10]1[CH:15]=[CH:14][CH:13]=[C:12]([F:16])[CH:11]=1. (5) Given the reactants [NH2:1][C:2]1[C:3]([C:8]([C:10]2[CH:11]=[N:12][CH:13]=[CH:14][CH:15]=2)=[O:9])=[N:4][CH:5]=[CH:6][N:7]=1.C([O-])([O-])=O.[Na+].[Na+].[Br:22]Br, predict the reaction product. The product is: [NH2:1][C:2]1[C:3]([C:8]([C:10]2[CH:11]=[N:12][CH:13]=[CH:14][CH:15]=2)=[O:9])=[N:4][C:5]([Br:22])=[CH:6][N:7]=1. (6) The product is: [N:21]1([C:12]2[CH:13]=[CH:14][C:15]([C:17]([F:18])([F:19])[F:20])=[CH:16][C:11]=2[NH2:8])[CH2:22][CH2:23][CH2:24][CH2:25][CH2:26]1. Given the reactants Cl.[Sn](Cl)Cl.ClCCl.[N+:8]([C:11]1[CH:16]=[C:15]([C:17]([F:20])([F:19])[F:18])[CH:14]=[CH:13][C:12]=1[N:21]1[CH2:26][CH2:25][CH2:24][CH2:23][CH2:22]1)([O-])=O, predict the reaction product. (7) Given the reactants [CH3:1][N:2]1[CH2:28][CH2:27][C:5]2[N:6]([CH2:14][C:15]([C:18]3[CH:19]=[CH:20][C:21]([C:24]([OH:26])=O)=[N:22][CH:23]=3)([OH:17])[CH3:16])[C:7]3[CH:8]=[CH:9][C:10]([CH3:13])=[CH:11][C:12]=3[C:4]=2[CH2:3]1.CCN=C=NCCCN(C)C.Cl.[CH:41]1([CH2:44][NH:45][CH3:46])[CH2:43][CH2:42]1, predict the reaction product. The product is: [CH:41]1([CH2:44][N:45]([CH3:46])[C:24](=[O:26])[C:21]2[CH:20]=[CH:19][C:18]([C:15]([OH:17])([CH3:16])[CH2:14][N:6]3[C:7]4[CH:12]=[CH:11][C:10]([CH3:13])=[CH:9][C:8]=4[C:4]4[CH2:3][N:2]([CH3:1])[CH2:28][CH2:27][C:5]3=4)=[CH:23][N:22]=2)[CH2:43][CH2:42]1.